Dataset: Reaction yield outcomes from USPTO patents with 853,638 reactions. Task: Predict the reaction yield, written as a fraction of the theoretical maximum amount of product (1.0 means a 100% yield; for example, 0.34 means a 34% yield). (1) The reactants are [CH3:1][O:2][C:3]1([C:6]([NH2:8])=[O:7])[CH2:5][CH2:4]1.C[Si]([N-][Si](C)(C)C)(C)C.[Li+].Cl[C:20]([O:22][C:23]([CH3:25])=[CH2:24])=[O:21]. The catalyst is C1COCC1. The product is [CH3:1][O:2][C:3]1([C:6]([NH:8][C:20](=[O:21])[O:22][C:23]([CH3:25])=[CH2:24])=[O:7])[CH2:5][CH2:4]1. The yield is 1.06. (2) The product is [CH2:1]([C:3]1[CH:8]=[CH:7][C:6]([C@H:9]2[CH2:14][C@@H:13]([CH3:15])[N:12]3[N:19]=[CH:20][C:21]([C:22]([O:24][CH2:25][CH3:26])=[O:23])=[C:11]3[NH:10]2)=[CH:5][CH:4]=1)[CH3:2]. The yield is 0.820. No catalyst specified. The reactants are [CH2:1]([C:3]1[CH:8]=[CH:7][C:6]([C@H:9]2[CH2:14][C@@H:13]([C:15](F)(F)F)[N:12]3[N:19]=[CH:20][C:21]([C:22]([O:24][CH2:25][CH3:26])=[O:23])=[C:11]3[NH:10]2)=[CH:5][CH:4]=1)[CH3:2].C(C1C=CC(C2(C)N3NC=C(C(OCC)=O)C3=NC=C2)=CC=1)C.[BH4-].[Na+]. (3) The reactants are Br[C:2]1[CH:3]=[C:4]([C:8]2([C:18]3[CH:23]=[CH:22][C:21]([O:24][CH:25]([F:27])[F:26])=[C:20]([F:28])[CH:19]=3)[C:16]3[C:11](=[N:12][CH:13]=[CH:14][CH:15]=3)[C:10]([NH2:17])=[N:9]2)[CH:5]=[CH:6][CH:7]=1.[N:29]1[CH:34]=[C:33](B(O)O)[CH:32]=[N:31][CH:30]=1.C(=O)([O-])[O-].[Cs+].[Cs+]. The catalyst is COCCOC.[Cl-].[Na+].O.C1C=CC(P(C2C=CC=CC=2)[C-]2C=CC=C2)=CC=1.C1C=CC(P(C2C=CC=CC=2)[C-]2C=CC=C2)=CC=1.Cl[Pd]Cl.[Fe+2].O.CCOC(C)=O.C(O)C. The product is [F:26][CH:25]([F:27])[O:24][C:21]1[CH:22]=[CH:23][C:18]([C:8]2([C:4]3[CH:5]=[CH:6][CH:7]=[C:2]([C:33]4[CH:34]=[N:29][CH:30]=[N:31][CH:32]=4)[CH:3]=3)[C:16]3[C:11](=[N:12][CH:13]=[CH:14][CH:15]=3)[C:10]([NH2:17])=[N:9]2)=[CH:19][C:20]=1[F:28]. The yield is 0.280. (4) The product is [CH3:10][O:11][CH2:12][O:14][C:15]1[CH:16]=[C:17]([CH:22]=[CH:23][CH:24]=1)[C:18]([O:20][CH3:21])=[O:19]. The reactants are C(N(C(C)C)CC)(C)C.[CH3:10][O:11][CH2:12]Cl.[OH:14][C:15]1[CH:16]=[C:17]([CH:22]=[CH:23][CH:24]=1)[C:18]([O:20][CH3:21])=[O:19]. The catalyst is ClCCl. The yield is 0.800. (5) The catalyst is CN(C)C1C=CN=CC=1.N1C=CC=CC=1.Cl. The product is [CH3:1][O:2][C:3](=[O:18])[CH2:4][C:5]1[C:14]([I:15])=[C:13]([O:16][C:19](=[O:21])[CH3:20])[C:12]2[C:7](=[CH:8][CH:9]=[C:10]([F:17])[CH:11]=2)[CH:6]=1. The yield is 0.530. The reactants are [CH3:1][O:2][C:3](=[O:18])[CH2:4][C:5]1[C:14]([I:15])=[C:13]([OH:16])[C:12]2[C:7](=[CH:8][CH:9]=[C:10]([F:17])[CH:11]=2)[CH:6]=1.[C:19](OC(=O)C)(=[O:21])[CH3:20]. (6) The reactants are [Cl:1][C:2]1[CH:10]=[C:9]2[C:5]([C:6]([Sn](CCCC)(CCCC)CCCC)=[N:7][N:8]2[CH3:11])=[CH:4][CH:3]=1.Br[C:26]1[N:27]=[C:28]2[C:34]([C:35]([NH:37][CH:38]3[CH2:43][CH2:42][CH2:41][CH:40]([NH:44][C:45](=[O:51])[O:46][C:47]([CH3:50])([CH3:49])[CH3:48])[CH2:39]3)=[O:36])=[CH:33][NH:32][C:29]2=[N:30][CH:31]=1. The catalyst is CN(C=O)C.[Cu]I.C1C=CC([P]([Pd]([P](C2C=CC=CC=2)(C2C=CC=CC=2)C2C=CC=CC=2)([P](C2C=CC=CC=2)(C2C=CC=CC=2)C2C=CC=CC=2)[P](C2C=CC=CC=2)(C2C=CC=CC=2)C2C=CC=CC=2)(C2C=CC=CC=2)C2C=CC=CC=2)=CC=1. The product is [Cl:1][C:2]1[CH:10]=[C:9]2[C:5]([C:6]([C:26]3[N:27]=[C:28]4[C:34]([C:35]([NH:37][CH:38]5[CH2:43][CH2:42][CH2:41][CH:40]([NH:44][C:45](=[O:51])[O:46][C:47]([CH3:49])([CH3:48])[CH3:50])[CH2:39]5)=[O:36])=[CH:33][NH:32][C:29]4=[N:30][CH:31]=3)=[N:7][N:8]2[CH3:11])=[CH:4][CH:3]=1. The yield is 0.560.